Dataset: Reaction yield outcomes from USPTO patents with 853,638 reactions. Task: Predict the reaction yield, written as a fraction of the theoretical maximum amount of product (1.0 means a 100% yield; for example, 0.34 means a 34% yield). The reactants are [Cl:1][C:2]1[CH:8]=[C:7]([O:9][C:10]2[C:19]3[C:14](=[CH:15][C:16]([O:22][CH3:23])=[C:17]([O:20][CH3:21])[CH:18]=3)[N:13]=[CH:12][N:11]=2)[CH:6]=[CH:5][C:3]=1[NH2:4].C1(C)C=CC=CC=1.C(N(CC)CC)C.Cl[C:39](Cl)([O:41]C(=O)OC(Cl)(Cl)Cl)Cl.[F:50][C:51]1[CH:52]=[C:53]([CH:57]=[CH:58][CH:59]=1)[CH:54]([OH:56])[CH3:55]. The catalyst is C(Cl)Cl. The product is [Cl:1][C:2]1[CH:8]=[C:7]([O:9][C:10]2[C:19]3[C:14](=[CH:15][C:16]([O:22][CH3:23])=[C:17]([O:20][CH3:21])[CH:18]=3)[N:13]=[CH:12][N:11]=2)[CH:6]=[CH:5][C:3]=1[NH:4][C:39](=[O:41])[O:56][CH:54]([C:53]1[CH:57]=[CH:58][CH:59]=[C:51]([F:50])[CH:52]=1)[CH3:55]. The yield is 0.310.